From a dataset of Forward reaction prediction with 1.9M reactions from USPTO patents (1976-2016). Predict the product of the given reaction. (1) Given the reactants Cl.[O:2]1[C:6]2[CH:7]=[CH:8][CH:9]=[C:10]([CH:11]3[CH2:16][CH2:15][N:14]([CH2:17][CH2:18][C@H:19]4[CH2:24][CH2:23][C@H:22]([NH2:25])[CH2:21][CH2:20]4)[CH2:13][CH2:12]3)[C:5]=2[O:4][CH2:3]1.[O:26]1[CH2:30][CH2:29][CH2:28][CH:27]1[CH2:31][C:32](O)=[O:33], predict the reaction product. The product is: [O:2]1[C:6]2[CH:7]=[CH:8][CH:9]=[C:10]([CH:11]3[CH2:16][CH2:15][N:14]([CH2:17][CH2:18][C@H:19]4[CH2:20][CH2:21][C@H:22]([NH:25][C:32](=[O:33])[CH2:31][CH:27]5[CH2:28][CH2:29][CH2:30][O:26]5)[CH2:23][CH2:24]4)[CH2:13][CH2:12]3)[C:5]=2[O:4][CH2:3]1. (2) Given the reactants C=O.[Cl:3][C:4]1[CH:5]=[CH:6][C:7]2[CH2:8][NH:9][CH2:10][CH:11]([CH:15]3[CH2:17][CH2:16]3)[O:12][C:13]=2[N:14]=1.[C:18]([BH3-])#N, predict the reaction product. The product is: [Cl:3][C:4]1[CH:5]=[CH:6][C:7]2[CH2:8][N:9]([CH3:18])[CH2:10][CH:11]([CH:15]3[CH2:17][CH2:16]3)[O:12][C:13]=2[N:14]=1. (3) Given the reactants C([O:8][C:9]1[CH:14]=[CH:13][C:12]([CH2:15][CH2:16][C:17](=[O:22])[CH2:18][C:19](=[O:21])[CH3:20])=[CH:11][CH:10]=1)C1C=CC=CC=1.[H][H], predict the reaction product. The product is: [OH:8][C:9]1[CH:10]=[CH:11][C:12]([CH2:15][CH2:16][C:17](=[O:22])[CH2:18][C:19](=[O:21])[CH3:20])=[CH:13][CH:14]=1. (4) Given the reactants [N:1]1[NH:2][C:3](=O)[CH:4]=[C:5]2[CH2:10][O:9][CH2:8][CH2:7][C:6]=12.P(Cl)(Cl)([Cl:14])=O, predict the reaction product. The product is: [Cl:14][C:3]1[N:2]=[N:1][C:6]2[CH2:7][CH2:8][O:9][CH2:10][C:5]=2[CH:4]=1. (5) Given the reactants [C:1]1([CH:7]([C:13]2[CH:18]=[CH:17][CH:16]=[CH:15][CH:14]=2)[N:8]2[CH2:11][C:10](=O)[CH2:9]2)[CH:6]=[CH:5][CH:4]=[CH:3][CH:2]=1.[CH2:19]1[C@@H:24]2[CH2:25][NH:26][CH2:27][CH2:28][N:23]2[C:22](=[O:29])[CH2:21][O:20]1.C([BH3-])#N.[Na+], predict the reaction product. The product is: [C:1]1([CH:7]([C:13]2[CH:18]=[CH:17][CH:16]=[CH:15][CH:14]=2)[N:8]2[CH2:11][CH:10]([N:26]3[CH2:27][CH2:28][N:23]4[C@H:24]([CH2:19][O:20][CH2:21][C:22]4=[O:29])[CH2:25]3)[CH2:9]2)[CH:6]=[CH:5][CH:4]=[CH:3][CH:2]=1. (6) Given the reactants [C:1]([C:3]1[C:8](=[O:9])[N:7]([C:10]2[CH:15]=[CH:14][C:13]([CH3:16])=[CH:12][CH:11]=2)[C:6]([C:17]2[CH:22]=[CH:21][C:20]([S:23][CH3:24])=[CH:19][CH:18]=2)=[N:5][C:4]=1[S:25][CH3:26])#[N:2].C(=O)([O-])[O-:28].[K+].[K+], predict the reaction product. The product is: [C:1](/[C:3](/[C:8]([NH:7][C:10]1[CH:15]=[CH:14][C:13]([CH3:16])=[CH:12][CH:11]=1)=[O:9])=[C:4](/[NH:5][C:6](=[O:28])[C:17]1[CH:22]=[CH:21][C:20]([S:23][CH3:24])=[CH:19][CH:18]=1)\[S:25][CH3:26])#[N:2]. (7) The product is: [CH2:1]([O:3][C:4]([C:6]1[C:7]([C:11]2[NH:20][C:13]3[CH:18]=[CH:17][CH:16]=[CH:15][C:14]=3[N:19]=2)=[N:8][NH:9][CH:10]=1)=[O:5])[CH3:2]. Given the reactants [CH2:1]([O:3][C:4]([C:6]1[C:7]([CH:11]=O)=[N:8][NH:9][CH:10]=1)=[O:5])[CH3:2].[C:13]1([NH2:20])[C:14]([NH2:19])=[CH:15][CH:16]=[CH:17][CH:18]=1.OS([O-])=O.[Na+], predict the reaction product.